From a dataset of Reaction yield outcomes from USPTO patents with 853,638 reactions. Predict the reaction yield, written as a fraction of the theoretical maximum amount of product (1.0 means a 100% yield; for example, 0.34 means a 34% yield). (1) The reactants are [H-].[Na+].[Br:3][C:4]1[CH:5]=[C:6]([CH:9]=[O:10])[NH:7][CH:8]=1.[C:11]1([CH3:21])[CH:16]=[CH:15][C:14]([S:17](Cl)(=[O:19])=[O:18])=[CH:13][CH:12]=1. The catalyst is C1COCC1. The product is [CH3:21][C:11]1[CH:16]=[CH:15][C:14]([S:17]([N:7]2[C:6]([CH:9]=[O:10])=[CH:5][C:4]([Br:3])=[CH:8]2)(=[O:19])=[O:18])=[CH:13][CH:12]=1. The yield is 0.680. (2) The product is [NH2:1][C:2]1[C:11]2[C:6](=[C:7]([C:24]3[CH:23]=[CH:22][C:21]([O:20][CH3:19])=[C:26]([O:27][CH3:28])[CH:25]=3)[CH:8]=[CH:9][CH:10]=2)[N:5]=[N:4][C:3]=1[C:13]([NH:15][CH2:16][CH2:17][CH3:18])=[O:14]. No catalyst specified. The reactants are [NH2:1][C:2]1[C:11]2[C:6](=[C:7](Br)[CH:8]=[CH:9][CH:10]=2)[N:5]=[N:4][C:3]=1[C:13]([NH:15][CH2:16][CH2:17][CH3:18])=[O:14].[CH3:19][O:20][C:21]1[CH:22]=[C:23](B(O)O)[CH:24]=[CH:25][C:26]=1[O:27][CH3:28]. The yield is 0.777.